This data is from Forward reaction prediction with 1.9M reactions from USPTO patents (1976-2016). The task is: Predict the product of the given reaction. (1) The product is: [ClH:1].[Cl:1][C:2]1[C:10]2[C:5](=[CH:6][C:7]([S:11]([NH:14][C@H:15]3[CH2:19][CH2:18][N:17]([C:20]4[CH:21]=[C:22]5[C:27](=[CH:28][C:29]=4[F:30])[CH2:26][NH:25][CH2:24][CH2:23]5)[C:16]3=[O:31])(=[O:13])=[O:12])=[CH:8][CH:9]=2)[NH:4][CH:3]=1. Given the reactants [Cl:1][C:2]1[C:10]2[C:5](=[CH:6][C:7]([S:11]([NH:14][C@H:15]3[CH2:19][CH2:18][N:17]([C:20]4[CH:21]=[C:22]5[C:27](=[CH:28][C:29]=4[F:30])[CH2:26][NH:25][CH2:24][CH2:23]5)[C:16]3=[O:31])(=[O:13])=[O:12])=[CH:8][CH:9]=2)[NH:4][CH:3]=1.C(Cl)(=O)C, predict the reaction product. (2) Given the reactants [CH:1]1([CH2:6][CH:7]([C:17]2[CH:22]=[CH:21][C:20]([N+:23]([O-])=O)=[CH:19][CH:18]=2)[C:8]([NH:10][C:11]2[CH:16]=[CH:15][CH:14]=[CH:13][N:12]=2)=[O:9])[CH2:5][CH2:4][CH2:3][CH2:2]1.[H][H], predict the reaction product. The product is: [NH2:23][C:20]1[CH:19]=[CH:18][C:17]([CH:7]([CH2:6][CH:1]2[CH2:5][CH2:4][CH2:3][CH2:2]2)[C:8]([NH:10][C:11]2[CH:16]=[CH:15][CH:14]=[CH:13][N:12]=2)=[O:9])=[CH:22][CH:21]=1. (3) Given the reactants Cl[C:2]1[N:7]=[C:6]([C:8]2[N:12]([CH3:13])[C:11]([CH3:14])=[N:10][CH:9]=2)[C:5]([F:15])=[CH:4][N:3]=1.[CH3:16][O:17][C:18](=[O:26])[C:19]1[CH:24]=[CH:23][CH:22]=[C:21]([NH2:25])[CH:20]=1.C([O-])([O-])=O.[Cs+].[Cs+].CC(C1C=C(C(C)C)C(C2C=CC=CC=2P(C2CCCCC2)C2CCCCC2)=C(C(C)C)C=1)C, predict the reaction product. The product is: [CH3:13][N:12]1[C:8]([C:6]2[C:5]([F:15])=[CH:4][N:3]=[C:2]([NH:25][C:21]3[CH:20]=[C:19]([CH:24]=[CH:23][CH:22]=3)[C:18]([O:17][CH3:16])=[O:26])[N:7]=2)=[CH:9][N:10]=[C:11]1[CH3:14]. (4) The product is: [C:1]1([CH:7]([C:8]2[CH:13]=[CH:12][CH:11]=[CH:10][CH:9]=2)[N:14]2[CH2:15][CH:16]([CH:18]([C:23]3[CH:24]=[C:25]([C:26]4[NH:34][N:33]=[N:32][N:27]=4)[CH:28]=[C:29]([F:31])[CH:30]=3)[C:19]([F:22])([CH3:21])[CH3:20])[CH2:17]2)[CH:2]=[CH:3][CH:4]=[CH:5][CH:6]=1. Given the reactants [C:1]1([CH:7]([N:14]2[CH2:17][CH:16]([CH:18]([C:23]3[CH:24]=[C:25]([CH:28]=[C:29]([F:31])[CH:30]=3)[C:26]#[N:27])[C:19]([F:22])([CH3:21])[CH3:20])[CH2:15]2)[C:8]2[CH:13]=[CH:12][CH:11]=[CH:10][CH:9]=2)[CH:6]=[CH:5][CH:4]=[CH:3][CH:2]=1.[N-:32]=[N+:33]=[N-:34].[Na+].[Cl-].[NH4+], predict the reaction product.